Predict which catalyst facilitates the given reaction. From a dataset of Catalyst prediction with 721,799 reactions and 888 catalyst types from USPTO. (1) Reactant: [CH3:1][O:2][C:3]1[CH:8]=[CH:7][C:6]([NH2:9])=[CH:5][CH:4]=1.C(N(CC)CC)C.[C:17](Cl)(=[O:19])[CH3:18].O. Product: [CH3:1][O:2][C:3]1[CH:8]=[CH:7][C:6]([NH:9][C:17](=[O:19])[CH3:18])=[CH:5][CH:4]=1. The catalyst class is: 2. (2) Reactant: [CH3:1][O:2][C:3]1[N:7]([C:8]2[CH:13]=[CH:12][C:11]([C:14](=[O:21])[NH:15][CH2:16][CH2:17][CH2:18][O:19][CH3:20])=[CH:10][N:9]=2)[N:6]=[CH:5][C:4]=1[C:22]([O:24]CC)=[O:23].[OH-].[Li+].Cl. Product: [CH3:1][O:2][C:3]1[N:7]([C:8]2[CH:13]=[CH:12][C:11]([C:14](=[O:21])[NH:15][CH2:16][CH2:17][CH2:18][O:19][CH3:20])=[CH:10][N:9]=2)[N:6]=[CH:5][C:4]=1[C:22]([OH:24])=[O:23]. The catalyst class is: 12. (3) Reactant: [NH2:1][CH2:2][C:3]1[C:4]([CH2:21][C:22]([CH3:25])([CH3:24])[CH3:23])=[N:5][C:6]([CH3:20])=[C:7]([C:12]=1[C:13]1[CH:18]=[CH:17][C:16]([CH3:19])=[CH:15][CH:14]=1)[C:8]([O:10]C)=[O:9].[C:34](O[C:34]([O:36][C:37]([CH3:40])([CH3:39])[CH3:38])=[O:35])([O:36][C:37]([CH3:40])([CH3:39])[CH3:38])=[O:35].[OH-].[Na+].Cl. Product: [C:37]([O:36][C:34]([NH:1][CH2:2][C:3]1[C:4]([CH2:21][C:22]([CH3:25])([CH3:24])[CH3:23])=[N:5][C:6]([CH3:20])=[C:7]([C:12]=1[C:13]1[CH:18]=[CH:17][C:16]([CH3:19])=[CH:15][CH:14]=1)[C:8]([OH:10])=[O:9])=[O:35])([CH3:38])([CH3:39])[CH3:40]. The catalyst class is: 83. (4) Reactant: [CH2:1]([N:3]1[N:7]=[N:6][C:5]([CH2:8][N:9]2[C:14]3[CH:15]=[C:16]([C:18]4[CH:23]=[C:22]([F:24])[CH:21]=[CH:20][C:19]=4[O:25][CH3:26])[S:17][C:13]=3[C:12](=[O:27])[N:11]([CH:28]3[CH2:33][CH2:32][N:31](C(OC(C)(C)C)=O)[CH2:30][CH2:29]3)[C:10]2=[O:41])=[N:4]1)[CH3:2].[ClH:42]. Product: [ClH:42].[CH2:1]([N:3]1[N:7]=[N:6][C:5]([CH2:8][N:9]2[C:14]3[CH:15]=[C:16]([C:18]4[CH:23]=[C:22]([F:24])[CH:21]=[CH:20][C:19]=4[O:25][CH3:26])[S:17][C:13]=3[C:12](=[O:27])[N:11]([CH:28]3[CH2:33][CH2:32][NH:31][CH2:30][CH2:29]3)[C:10]2=[O:41])=[N:4]1)[CH3:2]. The catalyst class is: 12.